From a dataset of Catalyst prediction with 721,799 reactions and 888 catalyst types from USPTO. Predict which catalyst facilitates the given reaction. (1) Reactant: [CH2:1]([NH2:9])[CH2:2][C:3]1[CH:8]=[CH:7][CH:6]=[CH:5][CH:4]=1.CCN(C(C)C)C(C)C.[F:19][C:20]1[CH:21]=[C:22]([CH:26]=[CH:27][C:28]=1[F:29])[C:23](Cl)=[O:24]. Product: [F:19][C:20]1[CH:21]=[C:22]([CH:26]=[CH:27][C:28]=1[F:29])[C:23]([NH:9][CH2:1][CH2:2][C:3]1[CH:8]=[CH:7][CH:6]=[CH:5][CH:4]=1)=[O:24]. The catalyst class is: 2. (2) The catalyst class is: 109. Product: [CH:7]([C:4]1[NH:5][CH:6]=[C:2]([C:12]2[CH:11]=[C:10]([CH3:19])[CH:15]=[CH:14][CH:13]=2)[N:3]=1)([CH3:9])[CH3:8]. Reactant: Br[C:2]1[N:3]=[C:4]([CH:7]([CH3:9])[CH3:8])[NH:5][CH:6]=1.[C:10]1([CH3:19])[CH:15]=[CH:14][CH:13]=[C:12](B(O)O)[CH:11]=1.C([O-])([O-])=O.[Na+].[Na+].